From a dataset of Catalyst prediction with 721,799 reactions and 888 catalyst types from USPTO. Predict which catalyst facilitates the given reaction. (1) Reactant: C[O:2][C:3](=[O:28])[C:4]1[CH:9]=[CH:8][CH:7]=[C:6]([N:10]2[C:14](=[O:15])[CH2:13][CH2:12][C@H:11]2[C:16](=[O:27])[NH:17][C:18]2[CH:22]=[C:21]([C:23]([CH3:26])([CH3:25])[CH3:24])[O:20][N:19]=2)[CH:5]=1.[OH-].[Na+].O. Product: [C:23]([C:21]1[O:20][N:19]=[C:18]([NH:17][C:16]([C@@H:11]2[CH2:12][CH2:13][C:14](=[O:15])[N:10]2[C:6]2[CH:5]=[C:4]([CH:9]=[CH:8][CH:7]=2)[C:3]([OH:28])=[O:2])=[O:27])[CH:22]=1)([CH3:26])([CH3:24])[CH3:25]. The catalyst class is: 5. (2) Reactant: [CH3:1][CH2:2][O:3][C:4](/[C:6](/Cl)=[N:7]\[OH:8])=[O:5].[CH2:10]([OH:13])[C:11]#[CH:12].C([O-])([O-])=O.[K+].[K+]. Product: [OH:13][CH2:10][C:11]1[O:8][N:7]=[C:6]([C:4]([O:3][CH2:2][CH3:1])=[O:5])[CH:12]=1. The catalyst class is: 22. (3) The catalyst class is: 58. Product: [Br:25][C:22]1[CH:23]=[CH:24][C:19]([O:15][CH2:14][CH:11]2[CH2:12][CH2:13][N:8]([C:1]([O:3][C:4]([CH3:7])([CH3:6])[CH3:5])=[O:2])[CH2:9][CH2:10]2)=[N:20][CH:21]=1. Reactant: [C:1]([N:8]1[CH2:13][CH2:12][CH:11]([CH2:14][OH:15])[CH2:10][CH2:9]1)([O:3][C:4]([CH3:7])([CH3:6])[CH3:5])=[O:2].[H-].[Na+].Br[C:19]1[CH:24]=[CH:23][C:22]([Br:25])=[CH:21][N:20]=1. (4) Reactant: [CH:1]([N:4]1[C@@H:9]([CH3:10])[C:8](=[O:11])[NH:7][C:6]2[CH:12]=[C:13]([C:16](OC)=[O:17])[CH:14]=[N:15][C:5]1=2)([CH3:3])[CH3:2].[H-].[Na+].[H-].[H-].[H-].[H-].[Li+].[Al+3]. Product: [OH:17][CH2:16][C:13]1[CH:14]=[N:15][C:5]2[N:4]([CH:1]([CH3:2])[CH3:3])[C@@H:9]([CH3:10])[C:8](=[O:11])[NH:7][C:6]=2[CH:12]=1. The catalyst class is: 1. (5) Reactant: C([NH:4][C:5]1[CH:10]=[CH:9][C:8]([OH:11])=[CH:7][CH:6]=1)(=O)C.[OH-].[K+].CN(C)C=O.[ClH:19].[Cl:20][CH2:21][C:22]1[CH:27]=[CH:26][N:25]=[CH:24][CH:23]=1. Product: [ClH:20].[ClH:19].[N:25]1[CH:26]=[CH:27][C:22]([CH2:21][O:11][C:8]2[CH:7]=[CH:6][C:5]([NH2:4])=[CH:10][CH:9]=2)=[CH:23][CH:24]=1. The catalyst class is: 6. (6) Reactant: Cl[C:2]1[N:7]=[CH:6][C:5]2[C:8]([C:29]([O:31][CH3:32])=[O:30])=[N:9][N:10]([C:11]3[CH:16]=[CH:15][CH:14]=[C:13]([C:17]#[C:18][C:19]4([OH:28])[C:23]5=[N:24][CH:25]=[CH:26][CH:27]=[C:22]5[CH2:21][CH2:20]4)[CH:12]=3)[C:4]=2[CH:3]=1.[CH3:33][N:34](C=O)C. Product: [C:33]([C:2]1[N:7]=[CH:6][C:5]2[C:8]([C:29]([O:31][CH3:32])=[O:30])=[N:9][N:10]([C:11]3[CH:16]=[CH:15][CH:14]=[C:13]([C:17]#[C:18][C:19]4([OH:28])[C:23]5=[N:24][CH:25]=[CH:26][CH:27]=[C:22]5[CH2:21][CH2:20]4)[CH:12]=3)[C:4]=2[CH:3]=1)#[N:34]. The catalyst class is: 267. (7) Reactant: [CH3:1][O:2][C:3](=[O:32])[CH2:4][CH:5]1[C:10](=[O:11])[CH:9]=[CH:8][N:7]([C:12]([O:14][CH2:15][C:16]2[CH:21]=[CH:20][CH:19]=[CH:18][CH:17]=2)=[O:13])[CH:6]1[C:22]1[CH:27]=[CH:26][C:25]([C:28]([F:31])([F:30])[F:29])=[CH:24][CH:23]=1.CCC(C)[BH-](C(C)CC)C(C)CC.[Li+]. Product: [CH3:1][O:2][C:3](=[O:32])[CH2:4][CH:5]1[C:10](=[O:11])[CH2:9][CH2:8][N:7]([C:12]([O:14][CH2:15][C:16]2[CH:21]=[CH:20][CH:19]=[CH:18][CH:17]=2)=[O:13])[CH:6]1[C:22]1[CH:23]=[CH:24][C:25]([C:28]([F:31])([F:29])[F:30])=[CH:26][CH:27]=1. The catalyst class is: 1. (8) Reactant: Cl.[Cl:2][C:3]1[C:12]2[C:7](=[CH:8][C:9]([S:13]([N:16]3[CH2:23][CH2:22][CH2:21][C@H:17]3[C:18](O)=[O:19])(=[O:15])=[O:14])=[CH:10][CH:11]=2)[C:6]([NH:24][C:25]([NH2:27])=[NH:26])=[N:5][CH:4]=1.C(Cl)(=O)C(Cl)=O.[NH2:34][CH2:35][CH2:36][N:37]([CH3:39])[CH3:38]. Product: [NH3:5].[Cl:2][C:3]1[C:12]2[C:7](=[CH:8][C:9]([S:13]([N:16]3[CH2:23][CH2:22][CH2:21][C@@H:17]3[C:18]([NH:34][CH2:35][CH2:36][N:37]([CH3:39])[CH3:38])=[O:19])(=[O:14])=[O:15])=[CH:10][CH:11]=2)[C:6]([NH:24][C:25]([NH2:27])=[NH:26])=[N:5][CH:4]=1. The catalyst class is: 85. (9) Reactant: [O:1]1[CH2:5][CH2:4][CH2:3][CH:2]1[C:6]([OH:8])=O.CCN(C(C)C)C(C)C.CN(C(ON1N=NC2C=CC=NC1=2)=[N+](C)C)C.F[P-](F)(F)(F)(F)F.OC(C(F)(F)F)=O.[F:49][C:50]1[CH:76]=[C:75]([F:77])[CH:74]=[CH:73][C:51]=1[O:52][CH:53]1[CH2:58][CH2:57][N:56]([C:59]2[N:60]=[C:61]3[CH2:72][CH2:71][NH:70][CH2:69][C:62]3=[N:63][C:64]=2[NH:65][CH:66]([CH3:68])[CH3:67])[CH2:55][CH2:54]1. Product: [F:49][C:50]1[CH:76]=[C:75]([F:77])[CH:74]=[CH:73][C:51]=1[O:52][CH:53]1[CH2:54][CH2:55][N:56]([C:59]2[N:60]=[C:61]3[CH2:72][CH2:71][N:70]([C:6]([CH:2]4[CH2:3][CH2:4][CH2:5][O:1]4)=[O:8])[CH2:69][C:62]3=[N:63][C:64]=2[NH:65][CH:66]([CH3:68])[CH3:67])[CH2:57][CH2:58]1. The catalyst class is: 44.